Dataset: Reaction yield outcomes from USPTO patents with 853,638 reactions. Task: Predict the reaction yield, written as a fraction of the theoretical maximum amount of product (1.0 means a 100% yield; for example, 0.34 means a 34% yield). (1) The reactants are [CH3:1][N:2]1[CH2:9][C@@H:8]2[C@@H:4]([N:5]([C:10]3[C:15]([N+:16]([O-])=O)=[CH:14][C:13]([NH:19][C:20]4[N:25]=[C:24]([C:26]5[CH:27]=[N:28][N:29]6[CH2:34][CH2:33][CH2:32][CH2:31][C:30]=56)[CH:23]=[CH:22][N:21]=4)=[C:12]([O:35][CH3:36])[CH:11]=3)[CH2:6][CH2:7]2)[CH2:3]1.[NH4+].[Cl-]. The catalyst is C(O)C.O.[Fe]. The product is [CH3:1][N:2]1[CH2:9][C@@H:8]2[C@@H:4]([N:5]([C:10]3[CH:11]=[C:12]([O:35][CH3:36])[C:13]([NH:19][C:20]4[N:25]=[C:24]([C:26]5[CH:27]=[N:28][N:29]6[CH2:34][CH2:33][CH2:32][CH2:31][C:30]=56)[CH:23]=[CH:22][N:21]=4)=[CH:14][C:15]=3[NH2:16])[CH2:6][CH2:7]2)[CH2:3]1. The yield is 0.330. (2) The reactants are [F:1][C:2]1[CH:7]=[C:6]([I:8])[CH:5]=[CH:4][C:3]=1[NH:9][C:10]1[C:19]2[C:18](=[O:20])[NH:17][CH:16]=[N:15][C:14]=2[N:13]([CH3:21])[C:12](=[O:22])[CH:11]=1.C(=O)([O-])[O-].[K+].[K+].CC1(C)[O:34][C@@H:33]([CH2:35][O:36]N)[CH2:32][O:31]1. The catalyst is CC(N(C)C)=O. The product is [OH:34][C@H:33]([CH2:35][OH:36])[CH2:32][O:31][N:17]1[C:18](=[O:20])[C:19]2[C:10]([NH:9][C:3]3[CH:4]=[CH:5][C:6]([I:8])=[CH:7][C:2]=3[F:1])=[CH:11][C:12](=[O:22])[N:13]([CH3:21])[C:14]=2[N:15]=[CH:16]1. The yield is 0.130. (3) The reactants are C[Al](C)C.[CH:5]([NH2:8])([CH3:7])[CH3:6].C[O:10][C:11](=O)[C:12]1[CH:17]=[CH:16][C:15]([O:18][CH2:19][C:20]2[C:21]([C:29]3[CH:34]=[CH:33][CH:32]=[CH:31][CH:30]=3)=[N:22][O:23][C:24]=2[C:25]([F:28])([F:27])[F:26])=[N:14][CH:13]=1.O. The catalyst is O1CCOCC1. The product is [CH:5]([NH:8][C:11](=[O:10])[C:12]1[CH:17]=[CH:16][C:15]([O:18][CH2:19][C:20]2[C:21]([C:29]3[CH:34]=[CH:33][CH:32]=[CH:31][CH:30]=3)=[N:22][O:23][C:24]=2[C:25]([F:28])([F:27])[F:26])=[N:14][CH:13]=1)([CH3:7])[CH3:6]. The yield is 0.950. (4) The reactants are [C:1]1([CH:7]2[CH2:12][CH2:11][N:10]([CH2:13][C:14]3[O:18][C:17]([NH:19][C:20](=[O:26])[O:21][C:22]([CH3:25])([CH3:24])[CH3:23])=[N:16][CH:15]=3)[CH2:9][CH2:8]2)[CH:6]=[CH:5][CH:4]=[CH:3][CH:2]=1.[H-].[Na+].[CH2:29](I)[CH3:30]. The catalyst is CN(C=O)C. The product is [CH2:29]([N:19]([C:17]1[O:18][C:14]([CH2:13][N:10]2[CH2:11][CH2:12][CH:7]([C:1]3[CH:6]=[CH:5][CH:4]=[CH:3][CH:2]=3)[CH2:8][CH2:9]2)=[CH:15][N:16]=1)[C:20](=[O:26])[O:21][C:22]([CH3:23])([CH3:25])[CH3:24])[CH3:30]. The yield is 0.560. (5) The reactants are [CH2:1]([C:18]([OH:56])([CH2:38][CH2:39][CH2:40][CH2:41][CH2:42][CH2:43][CH2:44][CH2:45]/[CH:46]=[CH:47]\[CH2:48]/[CH:49]=[CH:50]\[CH2:51][CH2:52][CH2:53][CH2:54][CH3:55])[CH:19]([OH:37])[CH2:20][CH2:21][CH2:22][CH2:23][CH2:24][CH2:25][CH2:26]/[CH:27]=[CH:28]\[CH2:29]/[CH:30]=[CH:31]\[CH2:32][CH2:33][CH2:34][CH2:35][CH3:36])[CH2:2][CH2:3][CH2:4][CH2:5][CH2:6][CH2:7]/[CH:8]=[CH:9]\[CH2:10]/[CH:11]=[CH:12]\[CH2:13][CH2:14][CH2:15][CH2:16][CH3:17].N1C=CC=CC=1.[O:63]=[C:64](Cl)OC(Cl)(Cl)Cl. The catalyst is CCOCC. The product is [CH2:1]([C:18]1([CH2:38][CH2:39][CH2:40][CH2:41][CH2:42][CH2:43][CH2:44][CH2:45]/[CH:46]=[CH:47]\[CH2:48]/[CH:49]=[CH:50]\[CH2:51][CH2:52][CH2:53][CH2:54][CH3:55])[CH:19]([CH2:20][CH2:21][CH2:22][CH2:23][CH2:24][CH2:25][CH2:26]/[CH:27]=[CH:28]\[CH2:29]/[CH:30]=[CH:31]\[CH2:32][CH2:33][CH2:34][CH2:35][CH3:36])[O:37][C:64](=[O:63])[O:56]1)[CH2:2][CH2:3][CH2:4][CH2:5][CH2:6][CH2:7]/[CH:8]=[CH:9]\[CH2:10]/[CH:11]=[CH:12]\[CH2:13][CH2:14][CH2:15][CH2:16][CH3:17]. The yield is 0.570.